The task is: Predict the reaction yield, written as a fraction of the theoretical maximum amount of product (1.0 means a 100% yield; for example, 0.34 means a 34% yield).. This data is from Reaction yield outcomes from USPTO patents with 853,638 reactions. (1) The yield is 0.650. The product is [CH3:14][C:15]1[CH:23]=[CH:22][CH:21]=[CH:20][C:16]=1[C:17]([NH:1][C:2]1[C:7]2[CH2:12][CH2:11][CH2:10][CH2:9][C:6]=2[CH:5]=[CH:4][CH:3]=1)=[O:18]. The catalyst is C1COCC1. The reactants are [NH2:1][C:2]1[CH:7]=[CH:6][CH:5]=[CH:4][CH:3]=1.N1C=[CH:12][CH:11]=[CH:10][CH:9]=1.[CH3:14][C:15]1[CH:23]=[CH:22][CH:21]=[CH:20][C:16]=1[C:17](Cl)=[O:18]. (2) The reactants are [Br:1][C:2]1[CH:3]=[C:4]2[C:12](=[CH:13][CH:14]=1)[NH:11][C:10]1[C:9](=[O:15])[CH2:8][CH2:7][CH2:6][C:5]2=1.[BH4-].[Na+]. The catalyst is CO. The product is [Br:1][C:2]1[CH:3]=[C:4]2[C:12](=[CH:13][CH:14]=1)[NH:11][C:10]1[CH:9]([OH:15])[CH2:8][CH2:7][CH2:6][C:5]2=1. The yield is 0.500. (3) The reactants are [CH2:1]([CH:8]1[CH2:12][O:11][C:10](=[O:13])[N:9]1[C:14](=[O:36])[CH:15]([CH2:19][C:20]1[C:25]([Cl:26])=[CH:24][C:23]([O:27][CH2:28][C:29]2[CH:34]=[CH:33][CH:32]=[CH:31][CH:30]=2)=[CH:22][C:21]=1[Cl:35])[CH2:16][CH:17]=C)[C:2]1[CH:7]=[CH:6][CH:5]=[CH:4][CH:3]=1.C1C[O:40]CC1.O. The catalyst is O=[Os](=O)(=O)=O. The product is [CH2:1]([CH:8]1[CH2:12][O:11][C:10](=[O:13])[N:9]1[C:14](=[O:36])[CH:15]([CH2:19][C:20]1[C:25]([Cl:26])=[CH:24][C:23]([O:27][CH2:28][C:29]2[CH:34]=[CH:33][CH:32]=[CH:31][CH:30]=2)=[CH:22][C:21]=1[Cl:35])[CH2:16][CH:17]=[O:40])[C:2]1[CH:3]=[CH:4][CH:5]=[CH:6][CH:7]=1. The yield is 0.285. (4) The reactants are [C:1]([O:5][C:6](=[O:26])[NH:7][CH2:8][CH2:9][CH2:10][CH2:11][S:12]([C:14]1[CH:19]=[C:18]([N+:20]([O-:22])=[O:21])[CH:17]=[C:16]([N+:23]([O-:25])=[O:24])[CH:15]=1)=[O:13])([CH3:4])([CH3:3])[CH3:2].[F:27][C:28]([F:33])([F:32])[C:29]([NH2:31])=[O:30].[O-2].[Mg+2].C(O)(=O)C.C(O)(=O)C.I(C1C=CC=CC=1)=O. The catalyst is C(Cl)Cl.CC(O)=O.CC(O)=O.CC(O)=O.CC(O)=O.[Rh].[Rh]. The product is [N+:23]([C:16]1[CH:15]=[C:14]([S:12]([CH2:11][CH2:10][CH2:9][CH2:8][NH:7][C:6]([O:5][C:1]([CH3:4])([CH3:2])[CH3:3])=[O:26])(=[N:31][C:29](=[O:30])[C:28]([F:33])([F:32])[F:27])=[O:13])[CH:19]=[C:18]([N+:20]([O-:22])=[O:21])[CH:17]=1)([O-:25])=[O:24]. The yield is 0.830.